The task is: Predict the reaction yield, written as a fraction of the theoretical maximum amount of product (1.0 means a 100% yield; for example, 0.34 means a 34% yield).. This data is from Reaction yield outcomes from USPTO patents with 853,638 reactions. (1) The reactants are [Cl-].[Cl-].[Cl-].[Al+3].[NH:5]1[C:9]2=[N:10][CH:11]=[CH:12][CH:13]=[C:8]2[CH:7]=[CH:6]1.[Cl:14][C:15]1[N:20]=[CH:19][C:18]([C:21](Cl)=[O:22])=[CH:17][CH:16]=1.CO. The catalyst is C(Cl)Cl. The product is [Cl:14][C:15]1[N:20]=[CH:19][C:18]([C:21]([C:7]2[C:8]3[C:9](=[N:10][CH:11]=[CH:12][CH:13]=3)[NH:5][CH:6]=2)=[O:22])=[CH:17][CH:16]=1. The yield is 0.886. (2) The reactants are [Cl:1][C:2]1[C:10]([NH:11][S:12]([C:15]2[S:16][CH:17]=[CH:18][CH:19]=2)(=[O:14])=[O:13])=[C:9]2[C:5]([CH:6]=[C:7]([C:20]([O:22][CH2:23][CH3:24])=[O:21])[NH:8]2)=[CH:4][CH:3]=1.CI.[C:27](=O)([O-])[O-].[K+].[K+].CN(C)C=O. The catalyst is O. The product is [Cl:1][C:2]1[C:10]([N:11]([CH3:27])[S:12]([C:15]2[S:16][CH:17]=[CH:18][CH:19]=2)(=[O:14])=[O:13])=[C:9]2[C:5]([CH:6]=[C:7]([C:20]([O:22][CH2:23][CH3:24])=[O:21])[NH:8]2)=[CH:4][CH:3]=1. The yield is 0.770.